From a dataset of Catalyst prediction with 721,799 reactions and 888 catalyst types from USPTO. Predict which catalyst facilitates the given reaction. (1) Reactant: [C:1]([C:3]1[CH:11]=[CH:10][CH:9]=[C:8]2[C:4]=1[CH:5]=[CH:6][NH:7]2)#[N:2].[CH2:12]([O:14][C:15](=[O:20])[CH2:16][CH2:17][CH2:18]Br)[CH3:13].C(=O)([O-])[O-].[Cs+].[Cs+]. Product: [C:1]([C:3]1[CH:11]=[CH:10][CH:9]=[C:8]2[C:4]=1[CH:5]=[CH:6][N:7]2[CH2:18][CH2:17][CH2:16][C:15]([O:14][CH2:12][CH3:13])=[O:20])#[N:2]. The catalyst class is: 27. (2) Reactant: [F:1][C:2]1[C:3]([CH3:17])=[C:4]([NH:8][C:9]([NH:11][C:12](=[O:16])[O:13][CH2:14][CH3:15])=[S:10])[CH:5]=[CH:6][CH:7]=1.C(=O)([O-])[O-].[K+].[K+].[CH2:24](I)[CH3:25]. Product: [CH2:24]([S:10][CH:9]([NH:11][C:12](=[O:16])[O:13][CH2:14][CH3:15])[NH:8][C:4]1[CH:5]=[CH:6][CH:7]=[C:2]([F:1])[C:3]=1[CH3:17])[CH3:25]. The catalyst class is: 21. (3) Reactant: [Cl-].O[NH3+:3].[C:4](=[O:7])([O-])[OH:5].[Na+].CS(C)=O.[CH2:13]([C:17]1[N:18]=[C:19]([CH3:42])[N:20]([CH:39]([CH3:41])[CH3:40])[C:21](=[O:38])[C:22]=1[CH2:23][C:24]1[CH:29]=[CH:28][C:27]([C:30]2[C:31]([C:36]#[N:37])=[CH:32][CH:33]=[CH:34][CH:35]=2)=[CH:26][CH:25]=1)[CH2:14][CH2:15][CH3:16]. Product: [CH2:13]([C:17]1[N:18]=[C:19]([CH3:42])[N:20]([CH:39]([CH3:41])[CH3:40])[C:21](=[O:38])[C:22]=1[CH2:23][C:24]1[CH:29]=[CH:28][C:27]([C:30]2[CH:35]=[CH:34][CH:33]=[CH:32][C:31]=2[C:36]2[NH:3][C:4](=[O:7])[O:5][N:37]=2)=[CH:26][CH:25]=1)[CH2:14][CH2:15][CH3:16]. The catalyst class is: 69. (4) Reactant: [OH:1][C:2]1([C:13]2[N:18]=[CH:17][C:16]([C:19]3[CH:24]=[C:23]([CH3:25])[CH:22]=[C:21]([NH:26][C:27]4[CH:32]=[C:31]([C:33]([F:36])([F:35])[F:34])[CH:30]=[CH:29][N:28]=4)[N:20]=3)=[CH:15][CH:14]=2)[CH2:7][CH2:6][CH:5]([C:8]([OH:10])=O)[C:4]([CH3:12])([CH3:11])[CH2:3]1.C(Cl)CCl.C1C=CC2N(O)N=[N:47]C=2C=1.CCN(C(C)C)C(C)C.[Cl-].[NH4+]. Product: [OH:1][C:2]1([C:13]2[N:18]=[CH:17][C:16]([C:19]3[CH:24]=[C:23]([CH3:25])[CH:22]=[C:21]([NH:26][C:27]4[CH:32]=[C:31]([C:33]([F:36])([F:35])[F:34])[CH:30]=[CH:29][N:28]=4)[N:20]=3)=[CH:15][CH:14]=2)[CH2:7][CH2:6][CH:5]([C:8]([NH2:47])=[O:10])[C:4]([CH3:12])([CH3:11])[CH2:3]1. The catalyst class is: 18. (5) Reactant: [O:1]1[CH2:6][CH2:5][CH2:4][CH2:3][CH:2]1[O:7][C:8]1[CH:13]=[CH:12][C:11]([Mg]Br)=[CH:10][CH:9]=1.[O:16]1[CH:20]=[CH:19][N:18]=[C:17]1[CH:21]=[O:22]. Product: [O:16]1[CH:20]=[CH:19][N:18]=[C:17]1[CH:21]([C:11]1[CH:12]=[CH:13][C:8]([O:7][CH:2]2[CH2:3][CH2:4][CH2:5][CH2:6][O:1]2)=[CH:9][CH:10]=1)[OH:22]. The catalyst class is: 1. (6) Reactant: [CH3:1][CH:2]([CH3:9])[CH2:3][C:4](=[O:8])[C:5]([OH:7])=O.O.ON1C2C=CC=CC=2N=N1.C(Cl)CCl.[CH3:25][S:26]([C:29]1[CH:34]=[CH:33][C:32]([N:35]2[CH2:40][CH2:39][CH:38]([CH:41]3[CH2:46][CH2:45][NH:44][CH2:43][CH2:42]3)[CH2:37][CH2:36]2)=[CH:31][CH:30]=1)(=[O:28])=[O:27]. Product: [CH3:9][CH:2]([CH3:1])[CH2:3][C:4](=[O:8])[C:5]([N:44]1[CH2:43][CH2:42][CH:41]([CH:38]2[CH2:37][CH2:36][N:35]([C:32]3[CH:31]=[CH:30][C:29]([S:26]([CH3:25])(=[O:28])=[O:27])=[CH:34][CH:33]=3)[CH2:40][CH2:39]2)[CH2:46][CH2:45]1)=[O:7]. The catalyst class is: 2. (7) Reactant: [F:1][C:2]1[C:3]([CH2:10][CH2:11][OH:12])=[C:4]([OH:9])[CH:5]=[CH:6][C:7]=1[F:8].C([O-])([O-])=O.[K+].[K+].Br[CH2:20][C:21]1[CH:26]=[CH:25][CH:24]=[CH:23][CH:22]=1.O. Product: [CH2:20]([O:9][C:4]1[C:3]([CH2:10][CH2:11][OH:12])=[C:2]([F:1])[C:7]([F:8])=[CH:6][CH:5]=1)[C:21]1[CH:26]=[CH:25][CH:24]=[CH:23][CH:22]=1. The catalyst class is: 21. (8) Reactant: [F:1][C:2]1[CH:7]=[CH:6][C:5]([F:8])=[CH:4][C:3]=1[C:9]1[CH:14]=[CH:13][C:12]([CH2:15][C:16]([OH:18])=O)=[CH:11][CH:10]=1.O.ON1C2C=CC=CC=2N=N1.[CH3:30][NH:31][C:32]1[S:33][C:34]([S:38]([NH2:41])(=[O:40])=[O:39])=[C:35]([CH3:37])[N:36]=1.Cl.CN(C)CCCN=C=NCC. Product: [NH2:41][S:38]([C:34]1[S:33][C:32]([N:31]([CH3:30])[C:16](=[O:18])[CH2:15][C:12]2[CH:11]=[CH:10][C:9]([C:3]3[CH:4]=[C:5]([F:8])[CH:6]=[CH:7][C:2]=3[F:1])=[CH:14][CH:13]=2)=[N:36][C:35]=1[CH3:37])(=[O:39])=[O:40]. The catalyst class is: 9. (9) The catalyst class is: 1. Product: [Cl:1][C:2]1[CH:3]=[C:4]([C:9]2([C:25]([F:27])([F:28])[F:26])[CH2:13][C:12]3[CH:14]=[C:15]([C:18]4[CH:19]=[C:20]([NH:21][C:39]([CH:36]5[CH2:38][CH2:37]5)=[O:40])[CH:22]=[CH:23][CH:24]=4)[CH:16]=[CH:17][C:11]=3[O:10]2)[CH:5]=[C:6]([Cl:8])[CH:7]=1. Reactant: [Cl:1][C:2]1[CH:3]=[C:4]([C:9]2([C:25]([F:28])([F:27])[F:26])[CH2:13][C:12]3[CH:14]=[C:15]([C:18]4[CH:19]=[C:20]([CH:22]=[CH:23][CH:24]=4)[NH2:21])[CH:16]=[CH:17][C:11]=3[O:10]2)[CH:5]=[C:6]([Cl:8])[CH:7]=1.CCN(CC)CC.[CH:36]1([C:39](Cl)=[O:40])[CH2:38][CH2:37]1.O. (10) Reactant: [CH:1]1([C:5](Cl)=[O:6])[CH2:4][CH2:3][CH2:2]1.[C:8]1([NH:14][NH2:15])[CH:13]=[CH:12][CH:11]=[CH:10][CH:9]=1.N1C=CC=CC=1.Cl. Product: [C:8]1([NH:14][NH:15][C:5]([CH:1]2[CH2:4][CH2:3][CH2:2]2)=[O:6])[CH:13]=[CH:12][CH:11]=[CH:10][CH:9]=1. The catalyst class is: 3.